This data is from NCI-60 drug combinations with 297,098 pairs across 59 cell lines. The task is: Regression. Given two drug SMILES strings and cell line genomic features, predict the synergy score measuring deviation from expected non-interaction effect. (1) Synergy scores: CSS=17.3, Synergy_ZIP=-0.470, Synergy_Bliss=9.60, Synergy_Loewe=9.89, Synergy_HSA=11.1. Drug 1: C1CCC(C1)C(CC#N)N2C=C(C=N2)C3=C4C=CNC4=NC=N3. Cell line: MOLT-4. Drug 2: CC1=CC2C(CCC3(C2CCC3(C(=O)C)OC(=O)C)C)C4(C1=CC(=O)CC4)C. (2) Drug 1: CS(=O)(=O)C1=CC(=C(C=C1)C(=O)NC2=CC(=C(C=C2)Cl)C3=CC=CC=N3)Cl. Drug 2: CC1=C2C(C(=O)C3(C(CC4C(C3C(C(C2(C)C)(CC1OC(=O)C(C(C5=CC=CC=C5)NC(=O)OC(C)(C)C)O)O)OC(=O)C6=CC=CC=C6)(CO4)OC(=O)C)OC)C)OC. Cell line: TK-10. Synergy scores: CSS=56.3, Synergy_ZIP=8.43, Synergy_Bliss=8.55, Synergy_Loewe=-8.67, Synergy_HSA=9.66.